From a dataset of Reaction yield outcomes from USPTO patents with 853,638 reactions. Predict the reaction yield, written as a fraction of the theoretical maximum amount of product (1.0 means a 100% yield; for example, 0.34 means a 34% yield). (1) The reactants are [CH3:1][C:2]1[CH:9]=[C:8]([C:10]2[CH:14]=[CH:13][NH:12][N:11]=2)[CH:7]=[CH:6][C:3]=1[C:4]#[N:5].Br[CH2:16][C@H:17]([N:19]1[C:27](=[O:28])[C:26]2[C:21](=[CH:22][CH:23]=[CH:24][CH:25]=2)[C:20]1=[O:29])[CH3:18]. No catalyst specified. The product is [O:29]=[C:20]1[C:21]2[C:26](=[CH:25][CH:24]=[CH:23][CH:22]=2)[C:27](=[O:28])[N:19]1[C@H:17]([CH3:18])[CH2:16][N:12]1[CH:13]=[CH:14][C:10]([C:8]2[CH:7]=[CH:6][C:3]([C:4]#[N:5])=[C:2]([CH3:1])[CH:9]=2)=[N:11]1. The yield is 0.170. (2) The reactants are CO[C:3](=[O:12])[C:4]1[CH:9]=[CH:8][CH:7]=[CH:6][C:5]=1[CH2:10]Br.[F:13][C:14]([F:27])([F:26])[O:15][C:16]1[CH:21]=[CH:20][C:19]([CH2:22][CH2:23][CH2:24][NH2:25])=[CH:18][CH:17]=1.C([O-])([O-])=O.[K+].[K+].C(OCC)(=O)C. The catalyst is C1(C)C=CC=CC=1.CCCCCC. The product is [F:13][C:14]([F:26])([F:27])[O:15][C:16]1[CH:17]=[CH:18][C:19]([CH2:22][CH2:23][CH2:24][N:25]2[CH2:10][C:5]3[C:4](=[CH:9][CH:8]=[CH:7][CH:6]=3)[C:3]2=[O:12])=[CH:20][CH:21]=1. The yield is 0.370. (3) The reactants are Cl[C:2]1[N:7]=[C:6]([N:8]2[CH2:16][C:15]3[C:10](=[N:11][CH:12]=[CH:13][CH:14]=3)[CH2:9]2)[C:5]2=[C:17]([C:20]3[CH:25]=[CH:24][CH:23]=[CH:22][CH:21]=3)[CH:18]=[CH:19][N:4]2[N:3]=1.[C:26]([NH:30][S:31]([C:34]1[C:35]([O:49][CH3:50])=[N:36][CH:37]=[C:38](B2OC(C)(C)C(C)(C)O2)[CH:39]=1)(=[O:33])=[O:32])([CH3:29])([CH3:28])[CH3:27].C([O-])([O-])=O.[K+].[K+]. The catalyst is O1CCOCC1.O.C1C=CC(P(C2C=CC=CC=2)[C-]2C=CC=C2)=CC=1.C1C=CC(P(C2C=CC=CC=2)[C-]2C=CC=C2)=CC=1.Cl[Pd]Cl.[Fe+2].C(Cl)Cl. The product is [C:26]([NH:30][S:31]([C:34]1[C:35]([O:49][CH3:50])=[N:36][CH:37]=[C:38]([C:2]2[N:7]=[C:6]([N:8]3[CH2:16][C:15]4[C:10](=[N:11][CH:12]=[CH:13][CH:14]=4)[CH2:9]3)[C:5]3=[C:17]([C:20]4[CH:25]=[CH:24][CH:23]=[CH:22][CH:21]=4)[CH:18]=[CH:19][N:4]3[N:3]=2)[CH:39]=1)(=[O:33])=[O:32])([CH3:29])([CH3:28])[CH3:27]. The yield is 0.355. (4) The reactants are [F:1][C:2]1[CH:7]=[CH:6][C:5]([N:8]2[CH:12]([C:13]3[CH:18]=[CH:17][C:16]([N+:19]([O-])=O)=[CH:15][CH:14]=3)[CH2:11][CH2:10][CH:9]2[C:22]2[CH:27]=[CH:26][C:25]([C:28]3[N:29]=[C:30]([C@@H:33]4[CH2:37][CH2:36][CH2:35][N:34]4[C:38]([O:40][C:41]([CH3:44])([CH3:43])[CH3:42])=[O:39])[NH:31][CH:32]=3)=[CH:24][CH:23]=2)=[CH:4][CH:3]=1.[H][H]. The catalyst is C(O)C.C1COCC1.[Pt](=O)=O. The product is [NH2:19][C:16]1[CH:17]=[CH:18][C:13]([CH:12]2[N:8]([C:5]3[CH:4]=[CH:3][C:2]([F:1])=[CH:7][CH:6]=3)[CH:9]([C:22]3[CH:27]=[CH:26][C:25]([C:28]4[N:29]=[C:30]([C@@H:33]5[CH2:37][CH2:36][CH2:35][N:34]5[C:38]([O:40][C:41]([CH3:44])([CH3:43])[CH3:42])=[O:39])[NH:31][CH:32]=4)=[CH:24][CH:23]=3)[CH2:10][CH2:11]2)=[CH:14][CH:15]=1. The yield is 1.00. (5) The reactants are [C:1]([O:7][CH2:8][CH3:9])(=[O:6])[CH2:2][C:3]([CH3:5])=O.[Br:10][C:11]1[CH:18]=[CH:17][CH:16]=[CH:15][C:12]=1[CH:13]=O.[NH4+:19].[OH-:20]. The catalyst is CCO. The product is [Br:10][C:11]1[CH:18]=[CH:17][CH:16]=[CH:15][C:12]=1[CH:13]1[C:2]([C:1]([O:7][CH2:8][CH3:9])=[O:6])=[C:3]([CH3:5])[NH:19][C:3]([CH3:5])=[C:2]1[C:1]([O:7][CH2:8][CH3:9])=[O:20]. The yield is 0.150. (6) The reactants are [CH:1]1[CH:6]=[CH:5][C:4]([NH:7][C:8]2[CH:13]=[CH:12][C:11](Br)=[CH:10][CH:9]=2)=[CH:3][CH:2]=1.[C:15]1([N:21]2[C:33]3[CH:32]=[CH:31][C:30](B(O)O)=[CH:29][C:28]=3[C:27]3[C:22]2=[CH:23][CH:24]=[CH:25][CH:26]=3)[CH:20]=[CH:19][CH:18]=[CH:17][CH:16]=1.C1(C)C=CC=CC=1P(C1C=CC=CC=1C)C1C=CC=CC=1C.C(=O)([O-])[O-].[K+].[K+]. The catalyst is C([O-])(=O)C.[Pd+2].C([O-])(=O)C.C(O)C.C1(C)C=CC=CC=1. The product is [CH:1]1[CH:6]=[CH:5][C:4]([NH:7][C:8]2[CH:13]=[CH:12][C:11]([C:30]3[CH:31]=[CH:32][C:33]4[N:21]([C:15]5[CH:20]=[CH:19][CH:18]=[CH:17][CH:16]=5)[C:22]5[C:27]([C:28]=4[CH:29]=3)=[CH:26][CH:25]=[CH:24][CH:23]=5)=[CH:10][CH:9]=2)=[CH:3][CH:2]=1. The yield is 0.450.